Dataset: Catalyst prediction with 721,799 reactions and 888 catalyst types from USPTO. Task: Predict which catalyst facilitates the given reaction. (1) Reactant: C([CH:3]([O:7][C:8]1[CH:12]=[C:11]([C:13](O)=O)[N:10]([CH3:16])[N:9]=1)[C:4]([OH:6])=[O:5])C.CCN=C=NCCCN(C)C.Cl.[CH2:29]([N:32]1[C:39]([NH2:40])=[C:38]([NH2:41])[C:36](=[O:37])[N:35]([CH2:42][CH:43]=[CH2:44])[C:33]1=[O:34])[CH:30]=[CH2:31]. Product: [CH2:42]([N:35]1[C:36](=[O:37])[C:38]2[NH:41][C:13]([C:11]3[N:10]([CH3:16])[N:9]=[C:8]([O:7][CH2:3][C:4]([OH:6])=[O:5])[CH:12]=3)=[N:40][C:39]=2[N:32]([CH2:29][CH2:30][CH3:31])[C:33]1=[O:34])[CH2:43][CH3:44]. The catalyst class is: 5. (2) Reactant: C(O[C:4]([C:6]1[NH:10][C:9]2[CH:11]=[C:12]([C:14]3[CH:19]=[CH:18][C:17]([N+:20]([O-:22])=[O:21])=[CH:16][CH:15]=3)[O:13][C:8]=2[CH:7]=1)=[O:5])C.C(OC(=O)C(CC)CCN1C(=S)N2C3C=C(C4C=CC([N+]([O-])=O)=CC=4)OC=3C=C2C1=O)C.[CH2:55]([O:57][C:58](=[O:67])[CH2:59][C:60]([CH3:66])([CH3:65])[CH2:61][N:62]=[C:63]=[S:64])[CH3:56].C(=O)([O-])[O-].[K+].[K+]. Product: [CH2:55]([O:57][C:58](=[O:67])[CH2:59][C:60]([CH3:66])([CH3:65])[CH2:61][N:62]1[C:63](=[S:64])[N:10]2[C:9]3[CH:11]=[C:12]([C:14]4[CH:19]=[CH:18][C:17]([N+:20]([O-:22])=[O:21])=[CH:16][CH:15]=4)[O:13][C:8]=3[CH:7]=[C:6]2[C:4]1=[O:5])[CH3:56]. The catalyst class is: 22.